From a dataset of NCI-60 drug combinations with 297,098 pairs across 59 cell lines. Regression. Given two drug SMILES strings and cell line genomic features, predict the synergy score measuring deviation from expected non-interaction effect. (1) Drug 1: COC1=CC(=CC(=C1O)OC)C2C3C(COC3=O)C(C4=CC5=C(C=C24)OCO5)OC6C(C(C7C(O6)COC(O7)C8=CC=CS8)O)O. Drug 2: C1=NC2=C(N=C(N=C2N1C3C(C(C(O3)CO)O)F)Cl)N. Cell line: T-47D. Synergy scores: CSS=33.7, Synergy_ZIP=-9.92, Synergy_Bliss=0.321, Synergy_Loewe=-13.1, Synergy_HSA=0.705. (2) Drug 1: CCC1=CC2CC(C3=C(CN(C2)C1)C4=CC=CC=C4N3)(C5=C(C=C6C(=C5)C78CCN9C7C(C=CC9)(C(C(C8N6C)(C(=O)OC)O)OC(=O)C)CC)OC)C(=O)OC.C(C(C(=O)O)O)(C(=O)O)O. Drug 2: C1=CN(C=N1)CC(O)(P(=O)(O)O)P(=O)(O)O. Cell line: MDA-MB-435. Synergy scores: CSS=22.7, Synergy_ZIP=-11.5, Synergy_Bliss=-22.5, Synergy_Loewe=-54.0, Synergy_HSA=-23.4. (3) Drug 1: C1=CN(C=N1)CC(O)(P(=O)(O)O)P(=O)(O)O. Drug 2: C(=O)(N)NO. Cell line: UACC-257. Synergy scores: CSS=0.0535, Synergy_ZIP=2.02, Synergy_Bliss=3.02, Synergy_Loewe=0.102, Synergy_HSA=-0.236. (4) Drug 1: CCC(=C(C1=CC=CC=C1)C2=CC=C(C=C2)OCCN(C)C)C3=CC=CC=C3.C(C(=O)O)C(CC(=O)O)(C(=O)O)O. Drug 2: CCCCCOC(=O)NC1=NC(=O)N(C=C1F)C2C(C(C(O2)C)O)O. Cell line: MCF7. Synergy scores: CSS=0.713, Synergy_ZIP=-1.40, Synergy_Bliss=3.50, Synergy_Loewe=-7.12, Synergy_HSA=0.405. (5) Drug 1: CC1C(C(=O)NC(C(=O)N2CCCC2C(=O)N(CC(=O)N(C(C(=O)O1)C(C)C)C)C)C(C)C)NC(=O)C3=C4C(=C(C=C3)C)OC5=C(C(=O)C(=C(C5=N4)C(=O)NC6C(OC(=O)C(N(C(=O)CN(C(=O)C7CCCN7C(=O)C(NC6=O)C(C)C)C)C)C(C)C)C)N)C. Drug 2: C(CCl)NC(=O)N(CCCl)N=O. Cell line: HT29. Synergy scores: CSS=14.7, Synergy_ZIP=4.80, Synergy_Bliss=6.74, Synergy_Loewe=-22.5, Synergy_HSA=6.01. (6) Drug 1: CC1=C(C(CCC1)(C)C)C=CC(=CC=CC(=CC(=O)O)C)C. Drug 2: COC1=NC(=NC2=C1N=CN2C3C(C(C(O3)CO)O)O)N. Cell line: HOP-62. Synergy scores: CSS=19.7, Synergy_ZIP=-3.21, Synergy_Bliss=-0.655, Synergy_Loewe=-2.96, Synergy_HSA=-0.461.